From a dataset of Forward reaction prediction with 1.9M reactions from USPTO patents (1976-2016). Predict the product of the given reaction. (1) Given the reactants [OH:1][C:2]1[CH:7]=[CH:6][CH:5]=[CH:4][C:3]=1[C:8]1[O:9][C:10]2[CH:18]=[CH:17][CH:16]=[CH:15][C:11]=2[C:12](=O)[N:13]=1.Cl.[CH2:20]([NH:27][NH2:28])[C:21]1[CH:26]=[CH:25][CH:24]=[CH:23][CH:22]=1.C(N(CC)CC)C, predict the reaction product. The product is: [OH:1][C:2]1[CH:7]=[CH:6][CH:5]=[CH:4][C:3]=1[C:8]1[N:13]=[C:12]([C:11]2[CH:15]=[CH:16][CH:17]=[CH:18][C:10]=2[OH:9])[N:27]([CH2:20][C:21]2[CH:26]=[CH:25][CH:24]=[CH:23][CH:22]=2)[N:28]=1. (2) Given the reactants CN1CCCCC1.[CH3:8][C:9]1[CH:10]=[C:11]([S:15](Cl)(=[O:17])=[O:16])[CH:12]=[CH:13][CH:14]=1.[NH2:19][CH:20]1[C:29]2[C:24](=[CH:25][CH:26]=[C:27]([CH2:30][C:31]([NH:33][CH2:34][C:35]3[CH:40]=[CH:39][C:38]([Cl:41])=[CH:37][CH:36]=3)=[O:32])[CH:28]=2)[O:23][C:22]([CH3:43])([CH3:42])[CH:21]1[OH:44], predict the reaction product. The product is: [Cl:41][C:38]1[CH:39]=[CH:40][C:35]([CH2:34][NH:33][C:31](=[O:32])[CH2:30][C:27]2[CH:28]=[C:29]3[C:24](=[CH:25][CH:26]=2)[O:23][C:22]([CH3:43])([CH3:42])[CH:21]([OH:44])[CH:20]3[NH:19][S:15]([C:11]2[CH:12]=[CH:13][CH:14]=[C:9]([CH3:8])[CH:10]=2)(=[O:17])=[O:16])=[CH:36][CH:37]=1. (3) Given the reactants [Cl:1][C:2]1[CH:3]=[C:4]([CH:14]=[C:15]([Cl:29])[C:16]=1[O:17][C:18]1[CH:23]=[CH:22][C:21]([O:24]C)=[C:20]([CH:26]([CH3:28])[CH3:27])[CH:19]=1)[CH2:5][P:6](=[O:13])([O:10]CC)[O:7]CC.Br[Si](C)(C)C.B(Br)(Br)Br, predict the reaction product. The product is: [Cl:29][C:15]1[CH:14]=[C:4]([CH:3]=[C:2]([Cl:1])[C:16]=1[O:17][C:18]1[CH:23]=[CH:22][C:21]([OH:24])=[C:20]([CH:26]([CH3:27])[CH3:28])[CH:19]=1)[CH2:5][P:6](=[O:7])([OH:10])[OH:13].